Task: Predict which catalyst facilitates the given reaction.. Dataset: Catalyst prediction with 721,799 reactions and 888 catalyst types from USPTO (1) Reactant: N(C(OC(C)C)=O)=NC(OC(C)C)=O.[OH:15][CH:16]1[CH2:21][CH2:20][N:19]([C:22]([O:24][C:25]([CH3:28])([CH3:27])[CH3:26])=[O:23])[CH2:18][CH2:17]1.[F:29][C:30]1[CH:35]=[C:34]([F:36])[CH:33]=[CH:32][C:31]=1O.C1(P(C2C=CC=CC=2)C2C=CC=CC=2)C=CC=CC=1. Product: [F:29][C:30]1[CH:35]=[C:34]([F:36])[CH:33]=[CH:32][C:31]=1[O:15][CH:16]1[CH2:17][CH2:18][N:19]([C:22]([O:24][C:25]([CH3:28])([CH3:27])[CH3:26])=[O:23])[CH2:20][CH2:21]1. The catalyst class is: 11. (2) Reactant: Br[C:2]1[CH:7]=[C:6]([CH3:8])[C:5]([C:9]2[C:13](=[O:14])[CH2:12][CH:11]([CH2:15][C:16]#[N:17])[C:10]=2[O:18][CH3:19])=[C:4]([CH3:20])[CH:3]=1.[CH3:21][C:22]1([CH3:38])[C:26]([CH3:28])([CH3:27])[O:25][B:24]([B:24]2[O:25][C:26]([CH3:28])([CH3:27])[C:22]([CH3:38])([CH3:21])[O:23]2)[O:23]1.C([O-])(=O)C.[K+].COC1C=CC=C(OC)C=1C1C=CC=CC=1P(C1CCCCC1)C1CCCCC1. Product: [CH3:8][C:6]1[CH:7]=[C:2]([B:24]2[O:25][C:26]([CH3:28])([CH3:27])[C:22]([CH3:38])([CH3:21])[O:23]2)[CH:3]=[C:4]([CH3:20])[C:5]=1[C:9]1[C:13](=[O:14])[CH2:12][CH:11]([CH2:15][C:16]#[N:17])[C:10]=1[O:18][CH3:19]. The catalyst class is: 62. (3) Reactant: [C:1]([O:5][C:6](=[O:15])[CH2:7][C@H:8]([CH2:12][CH:13]=[CH2:14])[C:9]([OH:11])=[O:10])([CH3:4])([CH3:3])[CH3:2].C(Cl)CCl.O[CH2:21][C@H:22]([NH:29][C:30](=[O:35])[CH2:31][CH2:32][CH:33]=[CH2:34])[C:23]1[CH:28]=[CH:27][CH:26]=[CH:25][CH:24]=1.CCN(C(C)C)C(C)C. Product: [CH2:12]([C@@H:8]([CH2:7][C:6]([O:5][C:1]([CH3:4])([CH3:3])[CH3:2])=[O:15])[C:9]([O:11][CH2:21][C@H:22]([NH:29][C:30](=[O:35])[CH2:31][CH2:32][CH:33]=[CH2:34])[C:23]1[CH:28]=[CH:27][CH:26]=[CH:25][CH:24]=1)=[O:10])[CH:13]=[CH2:14]. The catalyst class is: 239. (4) Reactant: [CH2:1]([O:3][C:4](=[O:20])[CH2:5][O:6][C:7]1[CH:12]=[CH:11][C:10]([S:13](Cl)(=O)=O)=[CH:9][C:8]=1[CH2:17][CH2:18][CH3:19])[CH3:2].[Sn].Cl.O1CCOCC1. Product: [CH2:1]([O:3][C:4](=[O:20])[CH2:5][O:6][C:7]1[CH:12]=[CH:11][C:10]([SH:13])=[CH:9][C:8]=1[CH2:17][CH2:18][CH3:19])[CH3:2]. The catalyst class is: 8. (5) Reactant: [NH:1]1[CH2:9][CH2:8][CH2:7][CH:3]([C:4]([OH:6])=[O:5])[CH2:2]1.[OH-].[Na+].[CH2:12]([O:19][C:20]([NH:22][C:23](=[N:26][C:27]([O:29][CH2:30][C:31]1[CH:36]=[CH:35][CH:34]=[CH:33][CH:32]=1)=[O:28])SC)=[O:21])[C:13]1[CH:18]=[CH:17][CH:16]=[CH:15][CH:14]=1.O. Product: [CH2:30]([O:29][C:27]([NH:26][C:23](=[N:22][C:20]([O:19][CH2:12][C:13]1[CH:18]=[CH:17][CH:16]=[CH:15][CH:14]=1)=[O:21])[N:1]1[CH2:9][CH2:8][CH2:7][CH:3]([C:4]([OH:6])=[O:5])[CH2:2]1)=[O:28])[C:31]1[CH:32]=[CH:33][CH:34]=[CH:35][CH:36]=1. The catalyst class is: 440.